From a dataset of Catalyst prediction with 721,799 reactions and 888 catalyst types from USPTO. Predict which catalyst facilitates the given reaction. (1) Reactant: [C:1]([O:5][C:6]([N:8]1[CH2:13][CH2:12][CH:11]([NH:14][C:15](=[O:28])[C:16]2[CH:21]=[C:20]([O:22][CH3:23])[CH:19]=[C:18]([O:24][CH2:25][C:26]#[N:27])[CH:17]=2)[CH2:10][CH2:9]1)=[O:7])([CH3:4])([CH3:3])[CH3:2].C(=O)([O-])[O-:30].[K+].[K+].OO. Product: [C:1]([O:5][C:6]([N:8]1[CH2:13][CH2:12][CH:11]([NH:14][C:15](=[O:28])[C:16]2[CH:21]=[C:20]([O:22][CH3:23])[CH:19]=[C:18]([O:24][CH2:25][C:26](=[O:30])[NH2:27])[CH:17]=2)[CH2:10][CH2:9]1)=[O:7])([CH3:4])([CH3:2])[CH3:3]. The catalyst class is: 16. (2) Reactant: [CH3:1][O:2][C:3]1[C:4]([O:27][CH2:28][CH2:29][O:30][CH3:31])=[CH:5][C:6]2[CH2:15][CH:14]([C:16]3([CH3:19])[CH2:18][CH2:17]3)[N:13]3[CH:8]([CH2:9][C:10](=[O:25])[C:11]([C:20]([O:22][CH2:23][CH3:24])=[O:21])=[CH:12]3)[C:7]=2[CH:26]=1.C1(Cl)C(=O)C(Cl)=C(Cl)C(=O)C=1Cl. Product: [CH3:1][O:2][C:3]1[C:4]([O:27][CH2:28][CH2:29][O:30][CH3:31])=[CH:5][C:6]2[CH2:15][CH:14]([C:16]3([CH3:19])[CH2:18][CH2:17]3)[N:13]3[C:8](=[CH:9][C:10](=[O:25])[C:11]([C:20]([O:22][CH2:23][CH3:24])=[O:21])=[CH:12]3)[C:7]=2[CH:26]=1. The catalyst class is: 57. (3) Reactant: [Cl:1][C:2]1[CH:3]=[C:4]([C:8]2[N:16]=[C:15]([C:17]#[N:18])[N:14]=[C:13]3[C:9]=2[N:10]([CH2:24][C@H:25]2[CH2:30][CH2:29][C@H:28]([CH3:31])[CH2:27][CH2:26]2)[C:11]([NH:19][C@H:20]([CH3:23])[CH2:21][OH:22])=[N:12]3)[CH:5]=[CH:6][CH:7]=1.[Si:32](Cl)([C:35]([CH3:38])([CH3:37])[CH3:36])([CH3:34])[CH3:33].N1C=CN=C1. Product: [Si:32]([O:22][CH2:21][C@H:20]([NH:19][C:11]1[N:10]([CH2:24][C@H:25]2[CH2:30][CH2:29][C@H:28]([CH3:31])[CH2:27][CH2:26]2)[C:9]2[C:13](=[N:14][C:15]([C:17]#[N:18])=[N:16][C:8]=2[C:4]2[CH:5]=[CH:6][CH:7]=[C:2]([Cl:1])[CH:3]=2)[N:12]=1)[CH3:23])([C:35]([CH3:38])([CH3:37])[CH3:36])([CH3:34])[CH3:33]. The catalyst class is: 2. (4) Reactant: [C:1]([N:4]1[C:16]2[CH:15]=[CH:14][C:13](I)=[CH:12][C:11]=2[C:10]2[C:5]1=[CH:6][CH:7]=[C:8](I)[CH:9]=2)(=[O:3])[CH3:2].[C:19]1([SiH:25]([C:32]2[CH:37]=[CH:36][CH:35]=[CH:34][CH:33]=2)[C:26]2[CH:31]=[CH:30][CH:29]=[CH:28][CH:27]=2)[CH:24]=[CH:23][CH:22]=[CH:21][CH:20]=1. Product: [C:1]([N:4]1[C:16]2[CH:15]=[CH:14][C:13]([Si:25]([C:19]3[CH:20]=[CH:21][CH:22]=[CH:23][CH:24]=3)([C:26]3[CH:31]=[CH:30][CH:29]=[CH:28][CH:27]=3)[C:32]3[CH:33]=[CH:34][CH:35]=[CH:36][CH:37]=3)=[CH:12][C:11]=2[C:10]2[C:5]1=[CH:6][CH:7]=[C:8]([Si:25]([C:26]1[CH:27]=[CH:28][CH:29]=[CH:30][CH:31]=1)([C:32]1[CH:37]=[CH:36][CH:35]=[CH:34][CH:33]=1)[C:19]1[CH:20]=[CH:21][CH:22]=[CH:23][CH:24]=1)[CH:9]=2)(=[O:3])[CH3:2]. The catalyst class is: 60.